This data is from HIV replication inhibition screening data with 41,000+ compounds from the AIDS Antiviral Screen. The task is: Binary Classification. Given a drug SMILES string, predict its activity (active/inactive) in a high-throughput screening assay against a specified biological target. (1) The molecule is CC1CCC(O)C(C)C12CC=CC2=O. The result is 0 (inactive). (2) The drug is COC(=O)CC1NC(=O)C1(C)C(C)O. The result is 0 (inactive). (3) The compound is N=C(CSS(=O)(=O)O)NCCCOCc1ccccc1. The result is 0 (inactive). (4) The compound is Cc1cc(C)n(-c2nc(C)c(CCO)c(O)n2)n1. The result is 0 (inactive). (5) The molecule is Cc1cc2c(c(=O)n1C)COC2=O. The result is 0 (inactive).